From a dataset of Catalyst prediction with 721,799 reactions and 888 catalyst types from USPTO. Predict which catalyst facilitates the given reaction. Reactant: [OH:1][N:2]1[C:7]([CH3:9])([CH3:8])[CH2:6][CH:5]([O:10][C:11](=[O:18])[C:12]2[CH:17]=[CH:16][CH:15]=[CH:14][CH:13]=2)[CH2:4][C:3]1([CH3:20])[CH3:19].[C:21]1([P:27](Cl)([C:29]2[CH:34]=[CH:33][CH:32]=[CH:31][CH:30]=2)=[O:28])[CH:26]=[CH:25][CH:24]=[CH:23][CH:22]=1. Product: [C:11]([O:10][CH:5]1[CH2:6][C:7]([CH3:9])([CH3:8])[N:2]([O:1][P:27]([C:29]2[CH:30]=[CH:31][CH:32]=[CH:33][CH:34]=2)([C:21]2[CH:26]=[CH:25][CH:24]=[CH:23][CH:22]=2)=[O:28])[C:3]([CH3:20])([CH3:19])[CH2:4]1)(=[O:18])[C:12]1[CH:17]=[CH:16][CH:15]=[CH:14][CH:13]=1. The catalyst class is: 15.